This data is from NCI-60 drug combinations with 297,098 pairs across 59 cell lines. The task is: Regression. Given two drug SMILES strings and cell line genomic features, predict the synergy score measuring deviation from expected non-interaction effect. (1) Drug 1: CCC1=CC2CC(C3=C(CN(C2)C1)C4=CC=CC=C4N3)(C5=C(C=C6C(=C5)C78CCN9C7C(C=CC9)(C(C(C8N6C)(C(=O)OC)O)OC(=O)C)CC)OC)C(=O)OC.C(C(C(=O)O)O)(C(=O)O)O. Drug 2: CC1CCC2CC(C(=CC=CC=CC(CC(C(=O)C(C(C(=CC(C(=O)CC(OC(=O)C3CCCCN3C(=O)C(=O)C1(O2)O)C(C)CC4CCC(C(C4)OC)OCCO)C)C)O)OC)C)C)C)OC. Synergy scores: CSS=32.6, Synergy_ZIP=-7.22, Synergy_Bliss=-2.88, Synergy_Loewe=-1.85, Synergy_HSA=0.474. Cell line: RXF 393. (2) Drug 1: CN1CCC(CC1)COC2=C(C=C3C(=C2)N=CN=C3NC4=C(C=C(C=C4)Br)F)OC. Drug 2: CS(=O)(=O)C1=CC(=C(C=C1)C(=O)NC2=CC(=C(C=C2)Cl)C3=CC=CC=N3)Cl. Cell line: EKVX. Synergy scores: CSS=26.6, Synergy_ZIP=-5.44, Synergy_Bliss=2.00, Synergy_Loewe=1.50, Synergy_HSA=4.24. (3) Drug 1: C1=CC(=CC=C1CCC2=CNC3=C2C(=O)NC(=N3)N)C(=O)NC(CCC(=O)O)C(=O)O. Drug 2: C1=CC(=CC=C1CCCC(=O)O)N(CCCl)CCCl. Cell line: HOP-62. Synergy scores: CSS=47.5, Synergy_ZIP=-5.79, Synergy_Bliss=1.32, Synergy_Loewe=1.04, Synergy_HSA=3.55. (4) Drug 1: CC(C)(C#N)C1=CC(=CC(=C1)CN2C=NC=N2)C(C)(C)C#N. Drug 2: CC=C1C(=O)NC(C(=O)OC2CC(=O)NC(C(=O)NC(CSSCCC=C2)C(=O)N1)C(C)C)C(C)C. Cell line: OVCAR-4. Synergy scores: CSS=13.7, Synergy_ZIP=-1.82, Synergy_Bliss=-2.11, Synergy_Loewe=-42.6, Synergy_HSA=-5.05. (5) Drug 1: CCC1(CC2CC(C3=C(CCN(C2)C1)C4=CC=CC=C4N3)(C5=C(C=C6C(=C5)C78CCN9C7C(C=CC9)(C(C(C8N6C=O)(C(=O)OC)O)OC(=O)C)CC)OC)C(=O)OC)O.OS(=O)(=O)O. Drug 2: CCC1(C2=C(COC1=O)C(=O)N3CC4=CC5=C(C=CC(=C5CN(C)C)O)N=C4C3=C2)O.Cl. Cell line: KM12. Synergy scores: CSS=33.4, Synergy_ZIP=-3.95, Synergy_Bliss=0.677, Synergy_Loewe=-2.98, Synergy_HSA=4.21.